This data is from Reaction yield outcomes from USPTO patents with 853,638 reactions. The task is: Predict the reaction yield, written as a fraction of the theoretical maximum amount of product (1.0 means a 100% yield; for example, 0.34 means a 34% yield). (1) The reactants are [F:1][C:2]1[CH:7]=[CH:6][C:5]([N:8]2[C:12]([C:13]3[CH:18]=[CH:17][C:16]([N+:19]([O-])=O)=[CH:15][CH:14]=3)=[CH:11][CH:10]=[C:9]2[C:22]2[CH:27]=[CH:26][C:25]([N+:28]([O-])=O)=[CH:24][CH:23]=2)=[CH:4][CH:3]=1.[Cl-].[NH4+].O. The catalyst is C(O)C.C1COCC1.[Fe]. The product is [F:1][C:2]1[CH:7]=[CH:6][C:5]([N:8]2[C:9]([C:22]3[CH:27]=[CH:26][C:25]([NH2:28])=[CH:24][CH:23]=3)=[CH:10][CH:11]=[C:12]2[C:13]2[CH:18]=[CH:17][C:16]([NH2:19])=[CH:15][CH:14]=2)=[CH:4][CH:3]=1. The yield is 0.770. (2) The reactants are Cl[C:2]1[CH:7]=[CH:6][N:5]=[C:4]2[CH:8]=[C:9]([C:11]3[N:12]=[CH:13][N:14]([CH3:16])[CH:15]=3)[S:10][C:3]=12.[N+:17]([C:20]1[CH:25]=[CH:24][C:23]([OH:26])=[CH:22][CH:21]=1)([O-:19])=[O:18].C([O-])([O-])=O.[K+].[K+].O(C1C=CC=CC=1)C1C=CC=CC=1. The catalyst is C(Cl)Cl. The product is [CH3:16][N:14]1[CH:15]=[C:11]([C:9]2[S:10][C:3]3[C:4](=[N:5][CH:6]=[CH:7][C:2]=3[O:26][C:23]3[CH:24]=[CH:25][C:20]([N+:17]([O-:19])=[O:18])=[CH:21][CH:22]=3)[CH:8]=2)[N:12]=[CH:13]1. The yield is 0.640.